From a dataset of CYP3A4 inhibition data for predicting drug metabolism from PubChem BioAssay. Regression/Classification. Given a drug SMILES string, predict its absorption, distribution, metabolism, or excretion properties. Task type varies by dataset: regression for continuous measurements (e.g., permeability, clearance, half-life) or binary classification for categorical outcomes (e.g., BBB penetration, CYP inhibition). Dataset: cyp3a4_veith. (1) The drug is FC(F)(F)c1nc(SCc2ccc(Cl)cc2)n[nH]1. The result is 0 (non-inhibitor). (2) The drug is CCCCCC1CCC(C(=O)NNC(=S)NCC)CC1. The result is 0 (non-inhibitor). (3) The drug is C[C@@]1(C(=O)O)[C@H]2CC[C@H](O2)[C@]1(C)C(=O)O. The result is 0 (non-inhibitor). (4) The molecule is COc1ccc(NC(=O)N2CCC3(CC2)CCN(S(C)(=O)=O)CC3)cc1. The result is 0 (non-inhibitor). (5) The drug is Clc1ccc(/C=N/c2c(-c3ccc(Cl)cc3)nc3n2CCS3)cc1. The result is 0 (non-inhibitor). (6) The result is 1 (inhibitor). The compound is CCOC(=O)C(C)Sc1nnc(CNC(=O)c2ccc(OC)cc2)n1C1CCCCC1. (7) The compound is C[C@@H](Cc1cccc(C(F)(F)F)c1)NCCOC(=O)c1ccccc1. The result is 1 (inhibitor).